From a dataset of Full USPTO retrosynthesis dataset with 1.9M reactions from patents (1976-2016). Predict the reactants needed to synthesize the given product. (1) Given the product [F:1][C:2]1[CH:3]=[C:4]([CH:14]=[C:15]([F:17])[CH:16]=1)[CH2:5][NH:6][C:7](=[O:13])[CH:8]([CH2:12][CH:18]=[CH2:19])[C:9]([OH:11])=[O:10], predict the reactants needed to synthesize it. The reactants are: [F:1][C:2]1[CH:3]=[C:4]([CH:14]=[C:15]([F:17])[CH:16]=1)[CH2:5][NH:6][C:7](=[O:13])[CH:8]([CH3:12])[C:9]([OH:11])=[O:10].[CH2:18](C(C(OCC)=O)C(OCC)=O)[CH:19]=C. (2) Given the product [C:12]([C:3]1[C:2]([F:1])=[CH:9][CH:8]=[C:5]([C:6]#[N:7])[C:4]=1[C:10]#[N:11])#[CH:13], predict the reactants needed to synthesize it. The reactants are: [F:1][C:2]1[C:3]([C:12]#[C:13][Si](C)(C)C)=[C:4]([C:10]#[N:11])[C:5](=[CH:8][CH:9]=1)[C:6]#[N:7].C1COCC1.CCCC[N+](CCCC)(CCCC)CCCC.[F-]. (3) Given the product [Br:1][C:2]1[CH:3]=[C:4]2[C:10]([C:29]3[CH:28]=[N:27][N:26]([CH2:25][C:24]4[CH:40]=[CH:41][CH:42]=[CH:43][C:23]=4[F:22])[CH:30]=3)=[CH:9][N:8]([S:12]([C:15]3[CH:21]=[CH:20][C:18]([CH3:19])=[CH:17][CH:16]=3)(=[O:14])=[O:13])[C:5]2=[N:6][CH:7]=1, predict the reactants needed to synthesize it. The reactants are: [Br:1][C:2]1[CH:3]=[C:4]2[C:10](I)=[CH:9][N:8]([S:12]([C:15]3[CH:21]=[CH:20][C:18]([CH3:19])=[CH:17][CH:16]=3)(=[O:14])=[O:13])[C:5]2=[N:6][CH:7]=1.[F:22][C:23]1[CH:43]=[CH:42][CH:41]=[CH:40][C:24]=1[CH2:25][N:26]1[CH:30]=[C:29](B2OC(C)(C)C(C)(C)O2)[CH:28]=[N:27]1.C1(C)C=CC=CC=1.C(O)C.O.C(=O)([O-])[O-].[K+].[K+]. (4) Given the product [Cl:13][C:14]1[CH:19]=[C:18]([Cl:20])[CH:17]=[C:16]([CH3:21])[C:15]=1[S:22]([NH:12][C:9]1[S:10][CH:11]=[C:7]([C:5]2[S:6][C:2]([Cl:1])=[CH:3][CH:4]=2)[N:8]=1)(=[O:24])=[O:23], predict the reactants needed to synthesize it. The reactants are: [Cl:1][C:2]1[S:6][C:5]([C:7]2[N:8]=[C:9]([NH2:12])[S:10][CH:11]=2)=[CH:4][CH:3]=1.[Cl:13][C:14]1[CH:19]=[C:18]([Cl:20])[CH:17]=[C:16]([CH3:21])[C:15]=1[S:22](Cl)(=[O:24])=[O:23]. (5) Given the product [Cl:19][C:12]1[CH:13]=[C:14]([NH:15][CH:16]([CH3:18])[CH3:17])[C:9]([C:8]([NH:3][NH2:4])=[O:7])=[CH:10][N:11]=1, predict the reactants needed to synthesize it. The reactants are: O.O.[NH2:3][NH2:4].C([O:7][C:8](=O)[C:9]1[C:14]([NH:15][CH:16]([CH3:18])[CH3:17])=[CH:13][C:12]([Cl:19])=[N:11][CH:10]=1)C.